From a dataset of NCI-60 drug combinations with 297,098 pairs across 59 cell lines. Regression. Given two drug SMILES strings and cell line genomic features, predict the synergy score measuring deviation from expected non-interaction effect. (1) Drug 1: CC1=C2C(C(=O)C3(C(CC4C(C3C(C(C2(C)C)(CC1OC(=O)C(C(C5=CC=CC=C5)NC(=O)OC(C)(C)C)O)O)OC(=O)C6=CC=CC=C6)(CO4)OC(=O)C)OC)C)OC. Drug 2: CC=C1C(=O)NC(C(=O)OC2CC(=O)NC(C(=O)NC(CSSCCC=C2)C(=O)N1)C(C)C)C(C)C. Cell line: NCIH23. Synergy scores: CSS=75.7, Synergy_ZIP=2.00, Synergy_Bliss=-1.52, Synergy_Loewe=1.34, Synergy_HSA=3.41. (2) Drug 1: COC1=C(C=C2C(=C1)N=CN=C2NC3=CC(=C(C=C3)F)Cl)OCCCN4CCOCC4. Drug 2: CC1C(C(CC(O1)OC2CC(OC(C2O)C)OC3=CC4=CC5=C(C(=O)C(C(C5)C(C(=O)C(C(C)O)O)OC)OC6CC(C(C(O6)C)O)OC7CC(C(C(O7)C)O)OC8CC(C(C(O8)C)O)(C)O)C(=C4C(=C3C)O)O)O)O. Cell line: MCF7. Synergy scores: CSS=41.7, Synergy_ZIP=10.1, Synergy_Bliss=12.7, Synergy_Loewe=13.4, Synergy_HSA=13.0. (3) Drug 1: C1CN(P(=O)(OC1)NCCCl)CCCl. Drug 2: CC1C(C(CC(O1)OC2CC(CC3=C2C(=C4C(=C3O)C(=O)C5=CC=CC=C5C4=O)O)(C(=O)C)O)N)O. Cell line: HS 578T. Synergy scores: CSS=50.0, Synergy_ZIP=3.66, Synergy_Bliss=4.04, Synergy_Loewe=-70.0, Synergy_HSA=5.19. (4) Drug 1: CC(C1=C(C=CC(=C1Cl)F)Cl)OC2=C(N=CC(=C2)C3=CN(N=C3)C4CCNCC4)N. Drug 2: CCC1=CC2CC(C3=C(CN(C2)C1)C4=CC=CC=C4N3)(C5=C(C=C6C(=C5)C78CCN9C7C(C=CC9)(C(C(C8N6C)(C(=O)OC)O)OC(=O)C)CC)OC)C(=O)OC.C(C(C(=O)O)O)(C(=O)O)O. Cell line: SNB-75. Synergy scores: CSS=35.8, Synergy_ZIP=8.17, Synergy_Bliss=6.68, Synergy_Loewe=1.26, Synergy_HSA=6.56. (5) Drug 1: C1=CC=C(C(=C1)C(C2=CC=C(C=C2)Cl)C(Cl)Cl)Cl. Drug 2: C1CCC(C(C1)N)N.C(=O)(C(=O)[O-])[O-].[Pt+4]. Cell line: NCI/ADR-RES. Synergy scores: CSS=20.7, Synergy_ZIP=-0.445, Synergy_Bliss=2.08, Synergy_Loewe=-6.13, Synergy_HSA=5.10.